This data is from Reaction yield outcomes from USPTO patents with 853,638 reactions. The task is: Predict the reaction yield, written as a fraction of the theoretical maximum amount of product (1.0 means a 100% yield; for example, 0.34 means a 34% yield). (1) The reactants are [Cl:1][C:2]1[S:6][C:5]([S:7](Cl)(=[O:9])=[O:8])=[CH:4][CH:3]=1.[NH2:11][CH:12]([CH:17]1[CH2:22][CH:21]2[CH:19]([C:20]2([F:24])[F:23])[CH2:18]1)[C:13]([O:15][CH3:16])=[O:14].C(N(CC)CC)C.CCOC(C)=O.CCCCCC. The catalyst is C(Cl)Cl. The product is [Cl:1][C:2]1[S:6][C:5]([S:7]([NH:11][CH:12]([CH:17]2[CH2:18][CH:19]3[CH:21]([C:20]3([F:23])[F:24])[CH2:22]2)[C:13]([O:15][CH3:16])=[O:14])(=[O:9])=[O:8])=[CH:4][CH:3]=1. The yield is 0.122. (2) The reactants are [CH:1]1([C:4]2[C:5]([N:24]([C:29]3[CH:34]=[CH:33][C:32]([B:35]4[O:39]C(C)(C)C(C)(C)[O:36]4)=[CH:31][C:30]=3[F:44])[S:25]([CH3:28])(=[O:27])=[O:26])=[CH:6][C:7]3[O:11][C:10]([C:12]4[CH:17]=[CH:16][C:15]([F:18])=[CH:14][CH:13]=4)=[C:9]([C:19]([NH:21][CH3:22])=[O:20])[C:8]=3[CH:23]=2)[CH2:3][CH2:2]1.C1(B(O)O)C=CC=CC=1.Cl. The catalyst is O1CCCC1. The product is [CH:1]1([C:4]2[C:5]([N:24]([C:29]3[CH:34]=[CH:33][C:32]([B:35]([OH:39])[OH:36])=[CH:31][C:30]=3[F:44])[S:25]([CH3:28])(=[O:27])=[O:26])=[CH:6][C:7]3[O:11][C:10]([C:12]4[CH:17]=[CH:16][C:15]([F:18])=[CH:14][CH:13]=4)=[C:9]([C:19](=[O:20])[NH:21][CH3:22])[C:8]=3[CH:23]=2)[CH2:3][CH2:2]1. The yield is 0.350. (3) The reactants are [OH:1][C:2]1[CH:12]=[CH:11][CH:10]=[C:4]2[C:5]([O:7][C:8](=[O:9])[C:3]=12)=[O:6].[C:13](=[O:16])(O)[O-].[Na+].I[CH3:19]. The catalyst is CO.CN(C=O)C. The product is [CH3:13][O:16][C:5](=[O:6])[C:4]1[C:3](=[C:2]([OH:1])[CH:12]=[CH:11][CH:10]=1)[C:8]([O:7][CH3:19])=[O:9]. The yield is 0.770. (4) The reactants are [F:1][C:2]([F:17])([F:16])[O:3][C:4]1[CH:9]=[CH:8][C:7]([CH2:10][C:11]([O:13][CH2:14][CH3:15])=[O:12])=[CH:6][CH:5]=1.[Br:18]N1C(=O)CCC1=O. The catalyst is C(Cl)(Cl)(Cl)Cl.N(C(C)(C)C#N)=NC(C)(C)C#N. The product is [Br:18][CH:10]([C:7]1[CH:6]=[CH:5][C:4]([O:3][C:2]([F:16])([F:17])[F:1])=[CH:9][CH:8]=1)[C:11]([O:13][CH2:14][CH3:15])=[O:12]. The yield is 1.00. (5) The reactants are [OH:1][CH:2]([CH2:12][CH2:13][S:14][CH3:15])[C:3]([O:5][CH2:6][CH2:7][CH2:8][CH2:9][CH2:10][CH3:11])=[O:4].ClC1C=C(C=CC=1)C(OO)=[O:21]. The catalyst is ClCCl. The product is [OH:1][CH:2]([CH2:12][CH2:13][S:14]([CH3:15])=[O:21])[C:3]([O:5][CH2:6][CH2:7][CH2:8][CH2:9][CH2:10][CH3:11])=[O:4]. The yield is 0.760. (6) The reactants are [C:1]([C:4]1[CH:9]=[CH:8][C:7]([S:10]([NH2:13])(=[O:12])=[O:11])=[CH:6][CH:5]=1)(=[O:3])[CH3:2].[CH3:14][O:15][C:16]1[CH:23]=[C:22]([O:24][CH3:25])[C:21]([C:26]2[N:27]([CH3:35])[C:28]3[C:33]([CH:34]=2)=[CH:32][CH:31]=[CH:30][CH:29]=3)=[CH:20][C:17]=1[CH:18]=O. No catalyst specified. The product is [CH3:14][O:15][C:16]1[CH:23]=[C:22]([O:24][CH3:25])[C:21]([C:26]2[N:27]([CH3:35])[C:28]3[C:33]([CH:34]=2)=[CH:32][CH:31]=[CH:30][CH:29]=3)=[CH:20][C:17]=1/[CH:18]=[CH:2]/[C:1]([C:4]1[CH:5]=[CH:6][C:7]([S:10]([NH2:13])(=[O:11])=[O:12])=[CH:8][CH:9]=1)=[O:3]. The yield is 0.900.